This data is from Forward reaction prediction with 1.9M reactions from USPTO patents (1976-2016). The task is: Predict the product of the given reaction. Given the reactants C(=O)([O-])O.[Na+].[Cl:6][C:7]1[CH:30]=[CH:29][C:10]([O:11][C:12]2[CH:19]=[CH:18][C:15]([C:16]#[N:17])=[CH:14][C:13]=2B2OC(C)(C)C(C)(C)O2)=[CH:9][CH:8]=1.Br[C:32]1[C:37]([O:38][CH3:39])=[CH:36][CH:35]=[CH:34][N:33]=1, predict the reaction product. The product is: [Cl:6][C:7]1[CH:8]=[CH:9][C:10]([O:11][C:12]2[CH:19]=[CH:18][C:15]([C:16]#[N:17])=[CH:14][C:13]=2[C:32]2[C:37]([O:38][CH3:39])=[CH:36][CH:35]=[CH:34][N:33]=2)=[CH:29][CH:30]=1.